From a dataset of Forward reaction prediction with 1.9M reactions from USPTO patents (1976-2016). Predict the product of the given reaction. (1) The product is: [NH2:30][CH:31]([C:35]1[CH:40]=[CH:39][CH:38]=[CH:37][CH:36]=1)[C:32]([N:10]([C:4]1[CH:5]=[CH:6][C:7]([O:8][CH3:9])=[C:2]([Cl:1])[CH:3]=1)[CH2:11][CH2:12][C:13]1[CH:18]=[CH:17][C:16]([C:19]([F:20])([F:21])[F:22])=[CH:15][CH:14]=1)=[O:33]. Given the reactants [Cl:1][C:2]1[CH:3]=[C:4]([NH:10][CH2:11][CH2:12][C:13]2[CH:18]=[CH:17][C:16]([C:19]([F:22])([F:21])[F:20])=[CH:15][CH:14]=2)[CH:5]=[CH:6][C:7]=1[O:8][CH3:9].C(OC([NH:30][CH:31]([C:35]1[CH:40]=[CH:39][CH:38]=[CH:37][CH:36]=1)[C:32](O)=[O:33])=O)(C)(C)C, predict the reaction product. (2) The product is: [F:20][C:2]([F:1])([F:19])[C:3]1[CH:8]=[CH:7][CH:6]=[CH:5][C:4]=1[C:9]1[CH:14]=[CH:13][N:12]2[N:15]=[CH:16][C:17]([NH:18][C:27](=[O:28])[C:22]3[CH:23]=[CH:24][CH:25]=[CH:26][N:21]=3)=[C:11]2[N:10]=1. Given the reactants [F:1][C:2]([F:20])([F:19])[C:3]1[CH:8]=[CH:7][CH:6]=[CH:5][C:4]=1[C:9]1[CH:14]=[CH:13][N:12]2[N:15]=[CH:16][C:17]([NH2:18])=[C:11]2[N:10]=1.[N:21]1[CH:26]=[CH:25][CH:24]=[CH:23][C:22]=1[C:27](O)=[O:28].CCN(C(C)C)C(C)C.CN(C(ON1N=NC2C=CC=NC1=2)=[N+](C)C)C.F[P-](F)(F)(F)(F)F, predict the reaction product.